Task: Binary Classification. Given a drug SMILES string, predict its activity (active/inactive) in a high-throughput screening assay against a specified biological target.. Dataset: Orexin1 receptor HTS with 218,158 compounds and 233 confirmed actives (1) The drug is Brc1ccc(OCC(=O)N(C2CS(=O)(=O)CC2)Cc2oc(cc2)C)cc1. The result is 0 (inactive). (2) The drug is O1c2c(OCC1)ccc(c2)C(=O)Nc1ccc(NC(=O)c2occc2)cc1. The result is 0 (inactive).